This data is from Full USPTO retrosynthesis dataset with 1.9M reactions from patents (1976-2016). The task is: Predict the reactants needed to synthesize the given product. (1) Given the product [CH:6]([C:5]1[CH:8]=[CH:9][C:2]([O:1][S:17]([C:20]2[CH:26]=[CH:25][C:23]([CH3:24])=[CH:22][CH:21]=2)(=[O:19])=[O:18])=[CH:3][CH:4]=1)=[O:7], predict the reactants needed to synthesize it. The reactants are: [OH:1][C:2]1[CH:9]=[CH:8][C:5]([CH:6]=[O:7])=[CH:4][CH:3]=1.C(N(CC)CC)C.[S:17](Cl)([C:20]1[CH:26]=[CH:25][C:23]([CH3:24])=[CH:22][CH:21]=1)(=[O:19])=[O:18].Cl. (2) Given the product [O:38]=[S:35]1(=[O:39])[CH2:36][CH2:37][N:32]([C:3]([C:4]2[CH:5]=[CH:6][C:7]([N:10]3[CH:14]=[C:13]([C:15]4[C:16]([C:24]5[CH:29]=[CH:28][C:27]([F:30])=[CH:26][CH:25]=5)=[N:17][O:18][C:19]=4[C:20]([F:21])([F:22])[F:23])[N:12]=[CH:11]3)=[CH:8][CH:9]=2)=[O:2])[CH2:33][CH2:34]1, predict the reactants needed to synthesize it. The reactants are: C[O:2][C:3](=O)[C:4]1[CH:9]=[CH:8][C:7]([N:10]2[CH:14]=[C:13]([C:15]3[C:16]([C:24]4[CH:29]=[CH:28][C:27]([F:30])=[CH:26][CH:25]=4)=[N:17][O:18][C:19]=3[C:20]([F:23])([F:22])[F:21])[N:12]=[CH:11]2)=[CH:6][CH:5]=1.[NH:32]1[CH2:37][CH2:36][S:35](=[O:39])(=[O:38])[CH2:34][CH2:33]1. (3) The reactants are: [CH3:1][C:2]1[C:11]2[C:6](=[CH:7][CH:8]=[CH:9][CH:10]=2)[N:5]=[CH:4][CH:3]=1.[C:12]1([CH3:23])[CH:17]=[CH:16][C:15]([S:18]([O:21]C)(=[O:20])=[O:19])=[CH:14][CH:13]=1. Given the product [C:12]1([CH3:23])[CH:13]=[CH:14][C:15]([S:18]([O-:21])(=[O:19])=[O:20])=[CH:16][CH:17]=1.[CH3:12][N+:5]1[C:6]2[C:11](=[CH:10][CH:9]=[CH:8][CH:7]=2)[C:2]([CH3:1])=[CH:3][CH:4]=1, predict the reactants needed to synthesize it.